Dataset: Catalyst prediction with 721,799 reactions and 888 catalyst types from USPTO. Task: Predict which catalyst facilitates the given reaction. (1) Reactant: [N+:1]([C:4]1[CH:5]=[CH:6][C:7]([N:10]2[CH2:23][CH2:22][C:13]3([CH2:16][CH:15]([C:17]([O:19]CC)=[O:18])[CH2:14]3)[CH2:12][CH2:11]2)=[N:8][CH:9]=1)([O-:3])=[O:2].O[Li].O. Product: [N+:1]([C:4]1[CH:5]=[CH:6][C:7]([N:10]2[CH2:23][CH2:22][C:13]3([CH2:16][CH:15]([C:17]([OH:19])=[O:18])[CH2:14]3)[CH2:12][CH2:11]2)=[N:8][CH:9]=1)([O-:3])=[O:2]. The catalyst class is: 87. (2) Product: [NH2:9][C:10]1[C:11]2[CH:18]=[CH:17][N:16]([C@@H:19]3[O:25][C@H:24]([CH2:26][O:27][C:28](=[O:36])[CH2:29][CH2:30][CH2:31][CH2:32][CH2:33][CH2:34][CH3:35])[C@@H:22]([OH:23])[C@@:20]3([CH3:37])[OH:21])[C:12]=2[N:13]=[CH:14][N:15]=1. Reactant: COC1C=CC([N:9](C(C2C=CC=CC=2)C2C=CC=CC=2)[C:10]2[C:11]3[CH:18]=[CH:17][N:16]([C@@H:19]4[O:25][C@H:24]([CH2:26][O:27][C:28](=[O:36])[CH2:29][CH2:30][CH2:31][CH2:32][CH2:33][CH2:34][CH3:35])[C@@H:22]([OH:23])[C@@:20]4([CH3:37])[OH:21])[C:12]=3[N:13]=[CH:14][N:15]=2)=CC=1.CO.C(O)(=O)C. The catalyst class is: 6. (3) Product: [Cl:1][CH2:2][C:3]([N:22]1[C:23]2[CH:29]=[CH:28][CH:27]=[CH:26][C:24]=2[C:25]2=[C:12]([CH:6]3[CH2:11][CH2:10][CH2:9][CH2:8][CH2:7]3)[C:13]3[CH:14]=[CH:15][C:16]([C:34]([O:36][CH3:37])=[O:35])=[CH:17][C:18]=3[N:19]2[CH2:20][CH:21]1[C:30]([O:32][CH3:33])=[O:31])=[O:4]. Reactant: [Cl:1][CH2:2][C:3](Cl)=[O:4].[CH:6]1([C:12]2[C:13]3[CH:14]=[CH:15][C:16]([C:34]([O:36][CH3:37])=[O:35])=[CH:17][C:18]=3[N:19]3[C:25]=2[C:24]2[CH:26]=[CH:27][CH:28]=[CH:29][C:23]=2[NH:22][CH:21]([C:30]([O:32][CH3:33])=[O:31])[CH2:20]3)[CH2:11][CH2:10][CH2:9][CH2:8][CH2:7]1. The catalyst class is: 25. (4) Reactant: C[O:2][C:3](=[O:26])[C@@H:4]([N:9]1[CH2:13][C:12]([O:14][C:15]2[C:20]([F:21])=[CH:19][CH:18]=[C:17]([O:22][CH3:23])[C:16]=2[F:24])=[CH:11][C:10]1=[O:25])[CH2:5][CH:6]([CH3:8])[CH3:7].O.[OH-].[Li+]. Product: [F:24][C:16]1[C:17]([O:22][CH3:23])=[CH:18][CH:19]=[C:20]([F:21])[C:15]=1[O:14][C:12]1[CH2:13][N:9]([C@@H:4]([CH2:5][CH:6]([CH3:8])[CH3:7])[C:3]([OH:26])=[O:2])[C:10](=[O:25])[CH:11]=1. The catalyst class is: 7. (5) Reactant: C([O:4][CH2:5][C:6]([N:8]([C:30]1[CH:35]=[CH:34][C:33]([Cl:36])=[CH:32][CH:31]=1)[C@H:9]1[C:18]2[C:13](=[CH:14][CH:15]=[CH:16][CH:17]=2)[N:12]([C:19](=[O:28])[C:20]2[CH:25]=[CH:24][C:23]([O:26][CH3:27])=[CH:22][CH:21]=2)[C@@H:11]([CH3:29])[CH2:10]1)=[O:7])(=O)C.C(=O)([O-])[O-].[K+].[K+]. Product: [Cl:36][C:33]1[CH:34]=[CH:35][C:30]([N:8]([C@H:9]2[C:18]3[C:13](=[CH:14][CH:15]=[CH:16][CH:17]=3)[N:12]([C:19](=[O:28])[C:20]3[CH:21]=[CH:22][C:23]([O:26][CH3:27])=[CH:24][CH:25]=3)[C@@H:11]([CH3:29])[CH2:10]2)[C:6](=[O:7])[CH2:5][OH:4])=[CH:31][CH:32]=1. The catalyst class is: 24.